Task: Predict the product of the given reaction.. Dataset: Forward reaction prediction with 1.9M reactions from USPTO patents (1976-2016) Given the reactants [F:1][C:2]1[CH:15]=[C:14]([N+:16]([O-:18])=[O:17])[CH:13]=[CH:12][C:3]=1[O:4][C:5]1[N:10]=[CH:9][N:8]=[C:7]([NH2:11])[CH:6]=1.C(N(CC)C(C)C)(C)C.[N:28]1([C:33](Cl)=[O:34])[CH2:32][CH2:31][CH2:30][CH2:29]1, predict the reaction product. The product is: [F:1][C:2]1[CH:15]=[C:14]([N+:16]([O-:18])=[O:17])[CH:13]=[CH:12][C:3]=1[O:4][C:5]1[N:10]=[CH:9][N:8]=[C:7]([NH:11][C:33]([N:28]2[CH2:32][CH2:31][CH2:30][CH2:29]2)=[O:34])[CH:6]=1.